From a dataset of Full USPTO retrosynthesis dataset with 1.9M reactions from patents (1976-2016). Predict the reactants needed to synthesize the given product. Given the product [ClH:1].[CH3:27][N:3]([CH3:2])[CH:4]1[CH2:9][CH2:8][N:7]([C:10](=[O:26])[CH2:11][CH2:12][C:13]2[N:14]([CH2:18][C:19]([O:21][CH:22]([CH2:24][CH3:25])[CH3:23])=[O:20])[CH:15]=[CH:16][N:17]=2)[CH2:6][CH2:5]1, predict the reactants needed to synthesize it. The reactants are: [ClH:1].[CH3:2][N:3]([CH3:27])[CH:4]1[CH2:9][CH2:8][N:7]([C:10](=[O:26])[CH2:11][CH2:12][C:13]2[N:14]([CH2:18][C:19]([O:21][CH:22]([CH2:24][CH3:25])[CH3:23])=[O:20])[CH:15]=[CH:16][N:17]=2)[CH2:6][CH2:5]1.